Dataset: Reaction yield outcomes from USPTO patents with 853,638 reactions. Task: Predict the reaction yield, written as a fraction of the theoretical maximum amount of product (1.0 means a 100% yield; for example, 0.34 means a 34% yield). (1) The reactants are [CH3:1][O:2][C:3]([C:5]1[C:10]2[S:11][C:12]([C:14]3[CH:19]=[CH:18][C:17]([O:20]C)=[CH:16][C:15]=3[CH3:22])=[CH:13][C:9]=2[CH:8]=[CH:7][CH:6]=1)=[O:4]. The catalyst is CO. The product is [CH3:1][O:2][C:3]([C:5]1[C:10]2[S:11][C:12]([C:14]3[CH:19]=[CH:18][C:17]([OH:20])=[CH:16][C:15]=3[CH3:22])=[CH:13][C:9]=2[CH:8]=[CH:7][CH:6]=1)=[O:4]. The yield is 0.690. (2) The catalyst is C(O)(C)(C)C.C1COCC1. The yield is 0.420. The reactants are [NH2:1][C:2]([NH2:4])=[NH:3].[CH2:5]([O:12][C:13]([NH:15][C@@H:16]([CH2:24][C:25]1[CH:30]=[CH:29][C:28]([O:31][CH2:32][CH2:33][CH2:34][C:35](OCC)=[O:36])=[CH:27][CH:26]=1)[C:17]([O:19][C:20]([CH3:23])([CH3:22])[CH3:21])=[O:18])=[O:14])[C:6]1[CH:11]=[CH:10][CH:9]=[CH:8][CH:7]=1. The product is [CH2:5]([O:12][C:13]([NH:15][C@@H:16]([CH2:24][C:25]1[CH:30]=[CH:29][C:28]([O:31][CH2:32][CH2:33][CH2:34][C:35]([NH:3][C:2]([NH2:4])=[NH:1])=[O:36])=[CH:27][CH:26]=1)[C:17]([O:19][C:20]([CH3:22])([CH3:21])[CH3:23])=[O:18])=[O:14])[C:6]1[CH:7]=[CH:8][CH:9]=[CH:10][CH:11]=1. (3) The reactants are [Br:1][C:2]1[CH:7]=[CH:6][C:5]([CH2:8][CH2:9][CH2:10][OH:11])=[CH:4][CH:3]=1.Cl[S:13]([N:16]=C=O)(=[O:15])=[O:14].C(O)=O.CCN(CC)CC. The catalyst is C(Cl)Cl. The product is [S:13](=[O:15])(=[O:14])([O:11][CH2:10][CH2:9][CH2:8][C:5]1[CH:4]=[CH:3][C:2]([Br:1])=[CH:7][CH:6]=1)[NH2:16]. The yield is 0.680. (4) The reactants are Br[C:2]1[CH:3]=[C:4]2[C:9](=[N:10][CH:11]=1)[NH:8][CH2:7][CH2:6][CH:5]2[OH:12].[CH3:13][N:14]1[CH2:19][CH2:18][N:17]([C:20]2[CH:25]=[CH:24][C:23](B3OC(C)(C)C(C)(C)O3)=[CH:22][N:21]=2)[CH2:16][CH2:15]1.[NH4+].[OH-].C(Cl)Cl. The catalyst is CO. The product is [CH3:13][N:14]1[CH2:15][CH2:16][N:17]([C:20]2[N:21]=[CH:22][C:23]([C:2]3[CH:3]=[C:4]4[C:9](=[N:10][CH:11]=3)[NH:8][CH2:7][CH2:6][CH:5]4[OH:12])=[CH:24][CH:25]=2)[CH2:18][CH2:19]1. The yield is 0.220. (5) The product is [F:10][C:9]([F:12])([F:11])[C:7]1[CH:6]=[C:5]([C:13]([C:20]2[CH:25]=[C:24]([C:26]([F:27])([F:28])[F:29])[CH:23]=[C:22]([C:30]([F:33])([F:32])[F:31])[CH:21]=2)([O:14][Si:52]([C:55]([CH3:58])([CH3:57])[CH3:56])([CH3:54])[CH3:53])[C@H:15]2[CH2:19][CH2:18][CH2:17][NH:16]2)[CH:4]=[C:3]([C:2]([F:34])([F:1])[F:35])[CH:8]=1. The reactants are [F:1][C:2]([F:35])([F:34])[C:3]1[CH:4]=[C:5]([C:13]([C:20]2[CH:25]=[C:24]([C:26]([F:29])([F:28])[F:27])[CH:23]=[C:22]([C:30]([F:33])([F:32])[F:31])[CH:21]=2)([C@H:15]2[CH2:19][CH2:18][CH2:17][NH:16]2)[OH:14])[CH:6]=[C:7]([C:9]([F:12])([F:11])[F:10])[CH:8]=1.C(N(CC)CC)C.C(Cl)Cl.FC(F)(F)S(O[Si:52]([C:55]([CH3:58])([CH3:57])[CH3:56])([CH3:54])[CH3:53])(=O)=O. No catalyst specified. The yield is 0.912.